From a dataset of Experimentally validated miRNA-target interactions with 360,000+ pairs, plus equal number of negative samples. Binary Classification. Given a miRNA mature sequence and a target amino acid sequence, predict their likelihood of interaction. (1) The miRNA is hsa-miR-6821-3p with sequence UGACCUCUCCGCUCCGCACAG. The protein sequence of the target gene is MSSGAPQKSSPMASGAEETPGFLDTLLQDFPALLNPEDPLPWKAPGTVLSQEEVEGELAELAMGFLGSRKAPPPLAAALAHEAVSQLLQTDLSEFRKLPREEEEEEEDDDEEEKAPVTLLDAQSLAQSFFNRLWEVAGQWQKQVPLAARASQRQWLVSIHAIRNTRRKMEDRHVSLPSFNQLFGLSDPVNRAYFAVFDGHGGVDAARYAAVHVHTNAARQPELPTDPEGALREAFRRTDQMFLRKAKRERLQSGTTGVCALIAGATLHVAWLGDSQVILVQQGQVVKLMEPHRPERQDEK.... Result: 1 (interaction). (2) The miRNA is hsa-miR-1182 with sequence GAGGGUCUUGGGAGGGAUGUGAC. The protein sequence of the target gene is MVDDKEKNMKCLTFFLMLPETVKNRSKKSSKKANTSSSSSNSSKLPPVCYEIITLKTKKKKMAADIFPRKKPANSSSTSVQQYHQQNLSNNNLIPAPNWQGLYPTIRERNAMMFNNDLMADVHFVVGPPGGTQRLPGHKYVLAVGSSVFHAMFYGELAEDKDEIRIPDVEPAAFLAMLKYIYCDEIDLAADTVLATLYAAKKYIVPHLARACVNFLETSLSAKNACVLLSQSCLFEEPDLTQRCWEVIDAQAELALKSEGFCDIDFQTLESILRRETLNAKEIVVFEAALNWAEVECQRQ.... Result: 0 (no interaction). (3) The protein sequence of the target gene is MAQADIALIGLAVMGQNLILNMNDHGFVVCAFNRTVSKVDDFLANEAKGTKVVGAQSLKEMVSKLKKPRRIILLVKAGQAVDDFIEKLVPLLDTGDIIIDGGNSEYRDTTRRCRDLKAKGILFVGSGVSGGEEGARYGPSLMPGGNKEAWPHIKTIFQGIAAKVGTGEPCCDWVGDEGAGHFVKMVHNGIEYGDMQLICEAYHLMKDVLGMAQDEMAQAFEDWNKTELDSFLIEITANILKFQDTDGKHLLPKIRDSAGQKGTGKWTAISALEYGVPVTLIGEAVFARCLSSLKDERIQA.... Result: 1 (interaction). The miRNA is hsa-miR-548g-3p with sequence AAAACUGUAAUUACUUUUGUAC. (4) The miRNA is hsa-miR-4436b-3p with sequence CAGGGCAGGAAGAAGUGGACAA. The protein sequence of the target gene is MTSSPVSRVVYNGKRNSSPRSPTNSSEIFTPAHEENVRFIYEAWQGVERDLRSQLSSGERCLVEEYVEKVPNPSLKTFKPIDLSDLKRRNTQDAKKS. Result: 0 (no interaction). (5) The miRNA is mmu-miR-1896 with sequence CUCUCUGAUGGUGGGUGAGGAG. The protein sequence of the target gene is MWLCALSLISLTACLSLGHPSLPPVVHTVHGKVLGKYVTLEGFSQPVAVFLGVPFAKPPLGSLRFAPPEPAEPWSFVKHTTSYPPLCYQNPEAALRLAELFTNQRKIIPHKFSEDCLYLNIYTPADLTQNSRLPVMVWIHGGGLVIDGASTYDGVPLAVHENVVVVVIQYRLGIWGFFSTEDEHSRGNWGHLDQVAALHWVQDNIANFGGNPGSVTIFGESAGGESVSVLVLSPLAKNLFHRAIAQSSVIFNPCLFGRAARPLAKKIAALAGCKTTTSAAMVHCLRQKTEDELLEVSLKM.... Result: 1 (interaction). (6) The miRNA is mmu-miR-693-5p with sequence CAGCCACAUCCGAAAGUUUUC. The protein sequence of the target gene is MASSSTVPLGFHYETKYVVLSYLGLLSQEKLQEQHLSSPQGVQLDIASQSLDQEILLKVKTEIEEELKSLDKEISEAFTSTGFDRHTSPVFSPANPESSMEDCLAHLGEKVSQELKEPLHKALQMLLSQPVTYQAFRECTLETTVHASGWNKILVPLVLLRQMLLELTRRGQEPLSALLQFGVTYLEDYSAEYIIQQGGWGTVFSLESEEEEYPGITAEDSNDIYILPSDNSGQVSPPESPTVTTSWQSESLPVSLSASQSWHTESLPVSLGPESWQQIAMDPEEVKSLDSNGAGEKSEN.... Result: 0 (no interaction). (7) The miRNA is mmu-miR-452-5p with sequence UGUUUGCAGAGGAAACUGAGAC. The protein sequence of the target gene is MSGPSDETAGDLPVKDTGLNLFGVGGLQETSTARTVKTRQAVSRVSREELEDRFLRLHDENILLKQHARKQEDKIKRMATKLIRLVNDKKRYERVGGGPKRLGRDVEMEEMIEQLQEKVHELERQNEVLKNRLISAKQQLQVQGHRQTSYSRVQARVNTGRRRASASAGSQECPGKGLRFQNVDEAETVQPTLTKYSNSLLEEARGEIRNLENVIQSQRGQIEELEHLAEILKTQLKRKENEIELSLLQLREQQATDQRSNIRDNVETIKLHKQLVEKSNALSVIEGKFIQLQEKQRTLR.... Result: 0 (no interaction).